This data is from Forward reaction prediction with 1.9M reactions from USPTO patents (1976-2016). The task is: Predict the product of the given reaction. (1) Given the reactants C(OC([NH:8][C:9]1[CH:10]=[C:11]2[C:15](=[CH:16][CH:17]=1)[CH:14]([CH2:18][C:19]([O:21][CH3:22])=[O:20])[C:13]1([CH2:24][CH2:23]1)[CH2:12]2)=O)(C)(C)C.Cl, predict the reaction product. The product is: [NH2:8][C:9]1[CH:10]=[C:11]2[C:15](=[CH:16][CH:17]=1)[CH:14]([CH2:18][C:19]([O:21][CH3:22])=[O:20])[C:13]1([CH2:24][CH2:23]1)[CH2:12]2. (2) Given the reactants [CH:1]1([N:4]([CH3:11])[CH2:5]/[CH:6]=[CH:7]/[C:8]([OH:10])=O)[CH2:3][CH2:2]1.CN(C(ON1N=NC2C=CC=CC1=2)=[N+](C)C)C.F[P-](F)(F)(F)(F)F.[CH2:36]([NH:38][C:39](=[O:64])[NH:40][C:41]1[CH:46]=[CH:45][C:44]([O:47][C:48]2[CH:53]=[CH:52][N:51]=[C:50]3[NH:54][N:55]=[C:56]([NH:57][C@@H:58]4[CH2:63][CH2:62][CH2:61][NH:60][CH2:59]4)[C:49]=23)=[CH:43][CH:42]=1)[CH3:37], predict the reaction product. The product is: [CH:1]1([N:4]([CH3:11])[CH2:5]/[CH:6]=[CH:7]/[C:8]([N:60]2[CH2:61][CH2:62][CH2:63][C@@H:58]([NH:57][C:56]3[C:49]4[C:50](=[N:51][CH:52]=[CH:53][C:48]=4[O:47][C:44]4[CH:43]=[CH:42][C:41]([NH:40][C:39]([NH:38][CH2:36][CH3:37])=[O:64])=[CH:46][CH:45]=4)[NH:54][N:55]=3)[CH2:59]2)=[O:10])[CH2:2][CH2:3]1. (3) The product is: [Cl:1][C:2]1[N:7]=[C:6]([C:8]2[C:9]([C:10]3[CH:11]=[CH:12][C:13]([F:23])=[C:14]([NH:16][C:17](=[O:22])[C:18]([F:19])([F:20])[F:21])[CH:15]=3)=[N:25][N:26]3[CH:31]=[CH:30][CH:29]=[CH:28][C:27]=23)[CH:5]=[CH:4][N:3]=1. Given the reactants [Cl:1][C:2]1[N:7]=[C:6]([C:8]#[C:9][C:10]2[CH:11]=[CH:12][C:13]([F:23])=[C:14]([NH:16][C:17](=[O:22])[C:18]([F:21])([F:20])[F:19])[CH:15]=2)[CH:5]=[CH:4][N:3]=1.[I-].[NH2:25][N+:26]1[CH:31]=[CH:30][CH:29]=[CH:28][CH:27]=1.C([O-])([O-])=O.[K+].[K+], predict the reaction product. (4) Given the reactants [Br:1][C:2]1[CH:3]=[C:4]2[C:10]([CH:11]([O:15][CH2:16][CH3:17])[O:12][CH2:13][CH3:14])=[N:9][NH:8][C:5]2=[CH:6][N:7]=1.[CH3:18][C:19]([O:22][C:23](O[C:23]([O:22][C:19]([CH3:21])([CH3:20])[CH3:18])=[O:24])=[O:24])([CH3:21])[CH3:20].CCOC(C)=O, predict the reaction product. The product is: [Br:1][C:2]1[CH:3]=[C:4]2[C:10]([CH:11]([O:12][CH2:13][CH3:14])[O:15][CH2:16][CH3:17])=[N:9][N:8]([C:23]([O:22][C:19]([CH3:21])([CH3:20])[CH3:18])=[O:24])[C:5]2=[CH:6][N:7]=1. (5) Given the reactants [CH2:1]([N:8]1[CH2:13][CH2:12][NH:11][CH2:10][CH2:9]1)[C:2]1[CH:7]=[CH:6][CH:5]=[CH:4][CH:3]=1.Cl[C:15]1[CH:20]=[CH:19][N:18]=[C:17]([CH3:21])[CH:16]=1, predict the reaction product. The product is: [CH2:1]([N:8]1[CH2:13][CH2:12][N:11]([C:15]2[CH:20]=[CH:19][N:18]=[C:17]([CH3:21])[CH:16]=2)[CH2:10][CH2:9]1)[C:2]1[CH:3]=[CH:4][CH:5]=[CH:6][CH:7]=1. (6) Given the reactants [Br:1]Br.[OH:3][C:4]1[CH:5]=[C:6]2[C:11](=[CH:12][CH:13]=1)[CH:10]=[N:9][CH:8]=[CH:7]2.C(OCC)(=O)C, predict the reaction product. The product is: [Br:1][C:5]1[C:4]([OH:3])=[CH:13][CH:12]=[C:11]2[C:6]=1[CH:7]=[CH:8][N:9]=[CH:10]2. (7) Given the reactants [CH2:1]([O:8][C:9]([N:11]1[CH2:16][CH2:15][N:14]([C:17]([C:19]2[N:20]=[CH:21][N:22]([C@@H:30]3[CH2:35][CH2:34][CH2:33][CH2:32][C@@:31]3([OH:39])[CH2:36][O:37][CH3:38])[C:23]=2[C:24]2[CH:29]=[CH:28][CH:27]=[CH:26][CH:25]=2)=[O:18])[C@H:13]([CH2:40][CH2:41][O:42][C:43]2[CH:51]=[CH:50][C:46]([C:47]([OH:49])=O)=[CH:45][CH:44]=2)[CH2:12]1)=[O:10])[C:2]1[CH:7]=[CH:6][CH:5]=[CH:4][CH:3]=1.[CH:52]1([NH2:55])[CH2:54][CH2:53]1.CCN=C=NCCCN(C)C.Cl.C1C=CC2N(O)N=NC=2C=1.C(=O)([O-])O.[Na+], predict the reaction product. The product is: [CH:52]1([NH:55][C:47]([C:46]2[CH:50]=[CH:51][C:43]([O:42][CH2:41][CH2:40][C@H:13]3[N:14]([C:17]([C:19]4[N:20]=[CH:21][N:22]([C@@H:30]5[CH2:35][CH2:34][CH2:33][CH2:32][C@@:31]5([OH:39])[CH2:36][O:37][CH3:38])[C:23]=4[C:24]4[CH:29]=[CH:28][CH:27]=[CH:26][CH:25]=4)=[O:18])[CH2:15][CH2:16][N:11]([C:9]([O:8][CH2:1][C:2]4[CH:7]=[CH:6][CH:5]=[CH:4][CH:3]=4)=[O:10])[CH2:12]3)=[CH:44][CH:45]=2)=[O:49])[CH2:54][CH2:53]1.